Dataset: Drug-target binding data from BindingDB using IC50 measurements. Task: Regression. Given a target protein amino acid sequence and a drug SMILES string, predict the binding affinity score between them. We predict pIC50 (pIC50 = -log10(IC50 in M); higher means more potent). Dataset: bindingdb_ic50. (1) The compound is C[C@@H](Oc1cc(-c2cnn(C3CCNCC3)c2)cnc1N)c1c(Cl)ccc(F)c1Cl. The target protein sequence is MGAIGLLWLLPLLLSTAAVGSGMGTGQRAGSPAAGPPLQPREPLSYSRLQRKSLAVDFVVPSLFRVYARDLLLPPSSSELKAGRPEARGSLALDCAPLLRLLGPAPGVSWTAGSPAPAEARTLSRVLKGGSVRKLRRAKQLVLELGEEAILEGCVGPPGEAAVGLLQFNLSELFSWWIRQGEGRLRIRLMPEKKASEVGREGRLSAAIRASQPRLLFQIFGTGHSSLESPTNMPSPSPDYFTWNLTWIMKDSFPFLSHRSRYGLECSFDFPCELEYSPPLHDLRNQSWSWRRIPSEEASQMDLLDGPGAERSKEMPRGSFLLLNTSADSKHTILSPWMRSSSEHCTLAVSVHRHLQPSGRYIAQLLPHNEAAREILLMPTPGKHGWTVLQGRIGRPDNPFRVALEYISSGNRSLSAVDFFALKNCSEGTSPGSKMALQSSFTCWNGTVLQLGQACDFHQDCAQGEDESQMCRKLPVGFYCNFEDGFCGWTQGTLSPHTPQ.... The pIC50 is 8.1. (2) The pIC50 is 4.9. The target protein (P95276) has sequence MSQVHRILNCRGTRIHAVADSPPDQQGPLVVLLHGFPESWYSWRHQIPALAGAGYRVVAIDQRGYGRSSKYRVQKAYRIKELVGDVVGVLDSYGAEQAFVVGHDWGAPVAWTFAWLHPDRCAGVVGISVPFAGRGVIGLPGSPFGERRPSDYHLELAGPGRVWYQDYFAVQDGIITEIEEDLRGWLLGLTYTVSGEGMMAATKAAVDAGVDLESMDPIDVIRAGPLCMAEGARLKDAFVYPETMPAWFTEADLDFYTGEFERSGFGGPLSFYHNIDNDWHDLADQQGKPLTPPALFIGGQYDVGTIWGAQAIERAHEVMPNYRGTHMIADVGHWIQQEAPEETNRLLLDFLGGLRP. The compound is O=C(Nc1ccc(OC(F)(F)F)cc1)NC1CCC(Oc2ccc(C(=O)O)cc2)CC1. (3) The small molecule is O=C(C[n+]1ccccc1)NN=Cc1ccc(C=NNC(=O)C[n+]2ccccc2)cc1. The target protein (P07692) has sequence MREMNLLVTSSLGVLLHLVVLCQADDDSELLVNTKSGKVMRTRIPVLSSHISAFLGIPFAEPPVGNMRFRRPEPKKPWSGVWNASTYPNNCQQYVDEQFPGFPGSEMWNPNREMSEDCLYLNIWVPSPRPKSATVMLWIYGGGFYSGSSTLDVYNGKYLAYTEEVVLVSLSYRVGAFGFLALHGSQEAPGNMGLLDQRMALQWVHDNIQFFGGDPKTVTLFGESAGRASVGMHILSPGSRDLFRRAILQSGSPNCPWASVSVAEGRRRAVELRRNLNCNLNSDEDLIQCLREKKPQELIDVEWNVLPFDSIFRFSFVPVIDGEFFPTSLESMLNAGNFKKTQILLGVNKDEGSFFLLYGAPGFSKDSESKISREDFMSGVKLSVPHANDLGLDAVTLQYTDWMDDNNGIKNRDGLDDIVGDHNVICPLMHFVNKYTKFGNGTYLYFFNHRASNLVWPEWMGVIHGYEIEFVFGLPLVKELNYTAEEEALSRRIMHYWATF.... The pIC50 is 8.6. (4) The drug is Cc1cc(NC(=O)COC(=O)C(Nc2ccc(C(F)(F)F)cc2Cl)C(C)C)no1. The target protein sequence is SGFKKLVSPSSAVEKCIVSVSYRGNNLNGLWLGDSIYCPRHVLGKFSGDQWGDVLNLANNHEFEVVTQNGVTLNVVSRRLKGAVLILQTAVANAETPKYKFVKANCGDSFTIACSYGGTVIGLYPVTMRSNGTIRASFLAGACGSVGFNIEKGVVNFFYMHHLELPNALHTGTDLMGEFYGGYVDEEVAQRVPPDNLVTNNIVAWLYAAIISVKESSFSQPKWLESTTVSIEDYNRWASDNGFTPFSTSTAITKLSAITGVDVCKLLRTIMVKSAQWGSDPILGQYNFEDELTPESVFNQVGGVRLQ. The pIC50 is 4.2. (5) The pIC50 is 5.7. The small molecule is C/C1=C\C[C@]2(C(C)C)CC[C@@](C)(O2)[C@@H](O)CC/C(C)=C/CC1. The target protein sequence is MKAHPKEMVPLMGKRTTAPGGNPAVLTEKRPADLTPTKKSAHFFLEIEGFEPNPTVTKTSPPIFSKPMDSNIRQCLSGNCDDMDSPQSPQDDVTETPSNPNSPSANLAKEEQRQKKKRLKKCIFAAVSEGCVRELRELLQDLQELCRRRRGLDASDFLMHKLTASDTGKTCLMKALLNINPNTKEIVRILLAFAEENDILDRFINAEYTEEAYEGQTALNIAIERRQGDITAVLIAAGADVNAHAKGVFFNPKYQHEGFYFGETPLALAACTNQPEIVQLLMENEQTDITSQDSRGNNILHALVTVAEDFKTQNDFVKRMYDMILLRSGNWELETMRNNDGLTPLQLAAKMGKAEILKYILGREIKEKPLRSLSRKFTDWAYGPVSSSLYDLTNVDTTTDNSVLEIIVYNTNIDNRHEVLTLEPLHTLLHMKWKKFAKYMFFLSFCFYFSYNITLTLVSYYRPREGEALPHPLALTHKMSWLQLLGRMFVLIWAMCISVK.... (6) The drug is O=c1cc(-c2ccc(O)cc2)oc2cc(O)ccc12. The target protein (P06760) has sequence MSPRRSVCWFVLGQLLCSCAVALQGGMLFPKETPSRELKVLDGLWSFRADYSNNRLQGFEKQWYRQPLRESGPTLDMPVPSSFNDITQEAELRNFIGWVWYEREAVLPQRWTQDTDRRVVLRINSAHYYAVVWVNGIHVVEHEGGHLPFEADITKLVQSGPLTTFRVTIAINNTLTPYTLPPGTIVYKTDPSMYPKGYFVQDISFDFFNYAGLHRSVVLYTTPTTYIDDITVTTDVDRDVGLVNYWISVQGSDHFQLEVRLLDEDGKIVARGTGNEGQLKVPRAHLWWPYLMHEHPAYLYSLEVTMTTPESVSDFYTLPVGIRTVAVTKSKFLINGKPFYFQGVNKHEDSDIRGRGFDWPLLIKDFNLLRWLGANSFRTSHYPYSEEVLQLCDRYGIVVIDECPGVGIVLPQSFGNVSLRHHLEVMDELVRRDKNHPAVVMWSVANEPVSSLKPAGYYFKTLIAHTKALDPTRPVTFVSNTRYDADMGAPYVDVICVNSY.... The pIC50 is 4.9.